This data is from Peptide-MHC class II binding affinity with 134,281 pairs from IEDB. The task is: Regression. Given a peptide amino acid sequence and an MHC pseudo amino acid sequence, predict their binding affinity value. This is MHC class II binding data. (1) The peptide sequence is YDKFLDNVSTVLTGK. The MHC is DRB1_0401 with pseudo-sequence DRB1_0401. The binding affinity (normalized) is 0.576. (2) The peptide sequence is DKGIPFMKMNISVIMK. The MHC is DRB1_0901 with pseudo-sequence DRB1_0901. The binding affinity (normalized) is 0.710. (3) The peptide sequence is ARILRQLATPISVII. The MHC is DRB1_1501 with pseudo-sequence DRB1_1501. The binding affinity (normalized) is 0.606. (4) The peptide sequence is EKKYFAATQGEPLAA. The MHC is HLA-DPA10103-DPB10601 with pseudo-sequence HLA-DPA10103-DPB10601. The binding affinity (normalized) is 0.607. (5) The peptide sequence is LNKFVSPKSVIGRFV. The MHC is DRB1_0701 with pseudo-sequence DRB1_0701. The binding affinity (normalized) is 0.885.